From a dataset of Full USPTO retrosynthesis dataset with 1.9M reactions from patents (1976-2016). Predict the reactants needed to synthesize the given product. (1) Given the product [ClH:17].[NH2:8][C:9]1([C:14]([OH:16])=[O:15])[CH2:13][CH2:12][O:11][CH2:10]1, predict the reactants needed to synthesize it. The reactants are: C(OC([NH:8][C:9]1([C:14]([OH:16])=[O:15])[CH2:13][CH2:12][O:11][CH2:10]1)=O)(C)(C)C.[ClH:17]. (2) Given the product [F:17][C:4]1[C:3]([CH2:2][N:31]2[C:29]3=[N:30][C:25]([NH:24][C:22]4[CH:21]=[N:20][N:19]([CH3:18])[CH:23]=4)=[N:26][CH:27]=[C:28]3[CH:33]=[N:32]2)=[CH:8][C:7]([F:9])=[CH:6][C:5]=1[N:10]1[CH2:15][CH2:14][O:13][CH2:12][C:11]1=[O:16], predict the reactants needed to synthesize it. The reactants are: Br[CH2:2][C:3]1[C:4]([F:17])=[C:5]([N:10]2[CH2:15][CH2:14][O:13][CH2:12][C:11]2=[O:16])[CH:6]=[C:7]([F:9])[CH:8]=1.[CH3:18][N:19]1[CH:23]=[C:22]([NH:24][C:25]2[N:30]=[C:29]3[NH:31][N:32]=[CH:33][C:28]3=[CH:27][N:26]=2)[CH:21]=[N:20]1. (3) Given the product [F:21][C:18]([F:19])([F:20])[C:15]1[CH:16]=[CH:17][C:12]([CH:8]2[CH2:7][CH:6]([S:36][C:32]3[CH:33]=[CH:34][CH:35]=[C:30]([C:29]([F:28])([F:37])[F:38])[CH:31]=3)[CH2:11][CH2:10][O:9]2)=[CH:13][N:14]=1, predict the reactants needed to synthesize it. The reactants are: CS(O[CH:6]1[CH2:11][CH2:10][O:9][CH:8]([C:12]2[CH:13]=[N:14][C:15]([C:18]([F:21])([F:20])[F:19])=[CH:16][CH:17]=2)[CH2:7]1)(=O)=O.C([O-])([O-])=O.[K+].[K+].[F:28][C:29]([F:38])([F:37])[C:30]1[CH:31]=[C:32]([SH:36])[CH:33]=[CH:34][CH:35]=1.CCOC(C)=O.